The task is: Predict the product of the given reaction.. This data is from Forward reaction prediction with 1.9M reactions from USPTO patents (1976-2016). (1) Given the reactants [O:1]([C:8]1[CH:13]=[CH:12][C:11](O)=[CH:10][CH:9]=1)[C:2]1[CH:7]=[CH:6][CH:5]=[CH:4][CH:3]=1.Br[CH2:16][CH2:17][CH2:18]Br.C(=O)([O-])[O-].[K+].[K+], predict the reaction product. The product is: [O:1]([C:8]1[CH:13]=[CH:12][C:11]([CH2:16][CH2:17][CH3:18])=[CH:10][CH:9]=1)[C:2]1[CH:7]=[CH:6][CH:5]=[CH:4][CH:3]=1. (2) Given the reactants [F:1][C:2]1[CH:3]=[C:4]([C:20]2[C:21]([C:26]#[N:27])=[CH:22][CH:23]=[CH:24][CH:25]=2)[CH:5]=[CH:6][C:7]=1[CH2:8][C:9]1[C:14](=[O:15])[NH:13][C:12]([CH3:16])=[N:11][C:10]=1[CH2:17][CH2:18][CH3:19].[O:28]1[C:32]2[CH:33]=[CH:34][C:35](B(O)O)=[CH:36][C:31]=2[CH2:30][CH2:29]1.C(N(CC)CC)C.N1C=CC=CC=1, predict the reaction product. The product is: [O:28]1[C:32]2[CH:33]=[CH:34][C:35]([N:13]3[C:14](=[O:15])[C:9]([CH2:8][C:7]4[CH:6]=[CH:5][C:4]([C:20]5[C:21]([C:26]#[N:27])=[CH:22][CH:23]=[CH:24][CH:25]=5)=[CH:3][C:2]=4[F:1])=[C:10]([CH2:17][CH2:18][CH3:19])[N:11]=[C:12]3[CH3:16])=[CH:36][C:31]=2[CH2:30][CH2:29]1. (3) Given the reactants [C:1]([Si:5]([CH3:18])([CH3:17])[O:6][CH2:7][CH2:8][CH2:9][S:10]([CH2:13][CH2:14][CH2:15]O)(=[O:12])=[O:11])([CH3:4])([CH3:3])[CH3:2].[Br:19]CCCS(C)(=O)=O, predict the reaction product. The product is: [Br:19][CH2:15][CH2:14][CH2:13][S:10]([CH2:9][CH2:8][CH2:7][O:6][Si:5]([C:1]([CH3:4])([CH3:3])[CH3:2])([CH3:18])[CH3:17])(=[O:12])=[O:11]. (4) Given the reactants [Br:1][C:2]1[CH:3]=[C:4]2[C:10]([C:11]([OH:13])=O)=[N:9][NH:8][C:5]2=[N:6][CH:7]=1.[CH3:14][O:15][C:16](=[O:25])[C:17]1[CH:22]=[CH:21][CH:20]=[C:19]([NH2:23])[C:18]=1[NH2:24].CN(C(ON1N=NC2C=CC=NC1=2)=[N+](C)C)C.F[P-](F)(F)(F)(F)F.CCN(C(C)C)C(C)C, predict the reaction product. The product is: [CH3:14][O:15][C:16](=[O:25])[C:17]1[CH:22]=[CH:21][CH:20]=[C:19]([NH:23][C:11]([C:10]2[C:4]3[C:5](=[N:6][CH:7]=[C:2]([Br:1])[CH:3]=3)[NH:8][N:9]=2)=[O:13])[C:18]=1[NH2:24]. (5) Given the reactants [O:1]=[C:2]1[NH:8][C:7]2[CH:9]=[CH:10][CH:11]=[CH:12][C:6]=2[N:5]([CH:13]2[CH2:18][CH2:17][CH2:16][CH2:15][CH2:14]2)[CH2:4][C@H:3]1[NH:19][C:20]([O:22][C:23]([CH3:26])([CH3:25])[CH3:24])=[O:21].Cl[CH2:28][C:29](=[O:34])[C:30]([CH3:33])([CH3:32])[CH3:31].C(=O)([O-])[O-].[K+].[K+], predict the reaction product. The product is: [C:30]([C:29]([CH2:28][N:8]1[C:7]2[CH:9]=[CH:10][CH:11]=[CH:12][C:6]=2[N:5]([CH:13]2[CH2:18][CH2:17][CH2:16][CH2:15][CH2:14]2)[CH2:4][C@@H:3]([NH:19][C:20]([O:22][C:23]([CH3:26])([CH3:25])[CH3:24])=[O:21])[C:2]1=[O:1])=[O:34])([CH3:33])([CH3:32])[CH3:31].